Dataset: Forward reaction prediction with 1.9M reactions from USPTO patents (1976-2016). Task: Predict the product of the given reaction. The product is: [Cl:32][C:33]1[CH:34]=[C:35]([C:36]([N:8]2[C:5]3[C:4](=[CH:3][CH:2]=[CH:7][CH:6]=3)[C:10]3([CH2:14][CH2:13][N:12]([CH2:15]/[CH:16]=[CH:17]/[C:18]4[CH:23]=[CH:22][C:21]([Cl:24])=[CH:20][CH:19]=4)[CH2:11]3)[CH2:9]2)=[O:37])[CH:39]=[CH:40][N:41]=1. Given the reactants Cl[C:2]1[CH:3]=[C:4]2[C:10]3([CH2:14][CH2:13][N:12]([CH2:15]/[CH:16]=[CH:17]/[C:18]4[CH:23]=[CH:22][C:21]([Cl:24])=[CH:20][CH:19]=4)[CH2:11]3)[CH2:9][NH:8][C:5]2=[CH:6][CH:7]=1.C(N(CC)CC)C.[Cl:32][C:33]1[CH:34]=[C:35]([CH:39]=[CH:40][N:41]=1)[C:36](Cl)=[O:37].C(=O)(O)[O-].[Na+], predict the reaction product.